This data is from Full USPTO retrosynthesis dataset with 1.9M reactions from patents (1976-2016). The task is: Predict the reactants needed to synthesize the given product. (1) The reactants are: [N:1]1([C:7]2[S:8][C:9]([C:12]([NH2:14])=[O:13])=[CH:10][N:11]=2)[CH2:6][CH2:5][NH:4][CH2:3][CH2:2]1.C(N(CC)CC)C.[F:22][C:23]1[CH:24]=[CH:25][C:26]([C:32]([F:35])([F:34])[F:33])=[C:27]([CH:31]=1)[C:28](Cl)=[O:29]. Given the product [F:22][C:23]1[CH:24]=[CH:25][C:26]([C:32]([F:33])([F:34])[F:35])=[C:27]([CH:31]=1)[C:28]([N:4]1[CH2:5][CH2:6][N:1]([C:7]2[S:8][C:9]([C:12]([NH2:14])=[O:13])=[CH:10][N:11]=2)[CH2:2][CH2:3]1)=[O:29], predict the reactants needed to synthesize it. (2) Given the product [CH2:92]([O:99][C:100](=[O:127])[CH2:101][CH:102]([NH:107][C:108](=[O:126])[CH2:109][CH2:110][CH2:111][CH2:112][CH2:113][CH2:114][CH2:115][CH2:116][CH2:6][C:5]1[S:1][CH:2]=[N:3][CH:4]=1)[CH2:103][N:104]([CH3:105])[CH3:106])[C:33]1[CH:34]=[CH:35][CH:36]=[CH:37][CH:38]=1, predict the reactants needed to synthesize it. The reactants are: [S:1]1[C:5]([CH:6]=O)=[CH:4][N:3]=[CH:2]1.[Br-].C(CCCCCCCC[P+]([C:33]1[CH:38]=[CH:37][CH:36]=[CH:35][CH:34]=1)(C1C=CC=CC=1)C1C=CC=CC=1)(O)=O.S1C(C=CCCCCCCCC(O)=O)=CN=C1.S1C(C=CCCCCCCCC(Cl)=O)=CN=C1.Cl.Cl.C(OC(=O)C[C@@H](N)CN(C)C)C1C=CC=CC=1.[CH2:92]([O:99][C:100](=[O:127])[CH2:101][C@@H:102]([NH:107][C:108](=[O:126])[CH2:109][CH2:110][CH2:111][CH2:112][CH2:113][CH2:114][CH2:115][CH:116]=CC1C=CC=C(F)C=1F)[CH2:103][N:104]([CH3:106])[CH3:105])C1C=CC=CC=1.C([SiH](CC)CC)C.FC(F)(F)C(O)=O.